Predict the reactants needed to synthesize the given product. From a dataset of Full USPTO retrosynthesis dataset with 1.9M reactions from patents (1976-2016). (1) Given the product [NH2:1][C@H:2]([C:11]1[CH:16]=[CH:15][CH:14]=[CH:13][CH:12]=1)[CH2:3][C:4]([O:6][CH3:7])=[O:5], predict the reactants needed to synthesize it. The reactants are: [NH2:1][C@H:2]([C:11]1[CH:16]=[CH:15][CH:14]=[CH:13][CH:12]=1)[CH2:3][C:4]([O:6][C:7](C)(C)C)=[O:5].C(=O)([O-])[O-].[Na+].[Na+]. (2) Given the product [Br:1][C:2]1[C:3]([C:21]2[CH:20]=[CH:19][CH:18]=[C:17]([CH3:16])[CH:22]=2)=[C:4]([F:8])[CH:5]=[CH:6][CH:7]=1, predict the reactants needed to synthesize it. The reactants are: [Br:1][C:2]1[CH:7]=[CH:6][CH:5]=[C:4]([F:8])[C:3]=1I.C([O-])([O-])=O.[Na+].[Na+].[CH3:16][C:17]1[CH:18]=[C:19](B(O)O)[CH:20]=[CH:21][CH:22]=1. (3) The reactants are: [NH2:1][C:2]1[CH:14]=[C:13]([C:15]2[CH:20]=[CH:19][CH:18]=[C:17]([Cl:21])[CH:16]=2)[CH:12]=[CH:11][C:3]=1[C:4]([O:6][C:7]([CH3:10])([CH3:9])[CH3:8])=[O:5].C(=O)([O-])[O-].[Cs+].[Cs+].Br[C:29]1[CH:30]=[CH:31][C:32]2[S:36][CH:35]=[CH:34][C:33]=2[CH:37]=1.C1(P(C2CCCCC2)C2C=CC=CC=2C2C(C(C)C)=CC(C(C)C)=CC=2C(C)C)CCCCC1.C(O)(=O)CC(CC(O)=O)(C(O)=O)O. Given the product [S:36]1[C:32]2[CH:31]=[CH:30][C:29]([NH:1][C:2]3[CH:14]=[C:13]([C:15]4[CH:20]=[CH:19][CH:18]=[C:17]([Cl:21])[CH:16]=4)[CH:12]=[CH:11][C:3]=3[C:4]([O:6][C:7]([CH3:9])([CH3:10])[CH3:8])=[O:5])=[CH:37][C:33]=2[CH:34]=[CH:35]1, predict the reactants needed to synthesize it. (4) The reactants are: ClC(Cl)(Cl)C([N:5]1[CH2:10][CH2:9][N:8]([C:11]2[CH:16]=[C:15]([S:17]([N:20]3[C:28]4[C:23](=[CH:24][C:25]([Cl:29])=[CH:26][CH:27]=4)[C:22]([CH:30]([F:32])[F:31])=[CH:21]3)(=[O:19])=[O:18])[CH:14]=[CH:13][C:12]=2[O:33][CH3:34])[CH2:7][CH2:6]1)=O.[OH-].[K+]. Given the product [Cl:29][C:25]1[CH:24]=[C:23]2[C:28](=[CH:27][CH:26]=1)[N:20]([S:17]([C:15]1[CH:14]=[CH:13][C:12]([O:33][CH3:34])=[C:11]([N:8]3[CH2:7][CH2:6][NH:5][CH2:10][CH2:9]3)[CH:16]=1)(=[O:19])=[O:18])[CH:21]=[C:22]2[CH:30]([F:31])[F:32], predict the reactants needed to synthesize it.